Task: Predict the reactants needed to synthesize the given product.. Dataset: Full USPTO retrosynthesis dataset with 1.9M reactions from patents (1976-2016) (1) Given the product [N+:20]([C:19]1[CH:18]=[CH:17][C:4]([CH2:5][O:6][Si:7]([CH:14]([CH3:16])[CH3:15])([CH:11]([CH3:13])[CH3:12])[CH:8]([CH3:10])[CH3:9])=[CH:3][C:2]=1[NH:32][C@@H:33]1[CH2:34][CH2:35][C@H:36]([C:39]([O:41][CH3:42])=[O:40])[CH2:37][CH2:38]1)([O-:22])=[O:21], predict the reactants needed to synthesize it. The reactants are: F[C:2]1[CH:3]=[C:4]([CH:17]=[CH:18][C:19]=1[N+:20]([O-:22])=[O:21])[CH2:5][O:6][Si:7]([CH:14]([CH3:16])[CH3:15])([CH:11]([CH3:13])[CH3:12])[CH:8]([CH3:10])[CH3:9].[N+](C1C=NC=CC=1[NH:32][C@@H:33]1[CH2:38][CH2:37][C@H:36]([C:39]([O:41][CH3:42])=[O:40])[CH2:35][CH2:34]1)([O-])=O. (2) Given the product [Cl:18][C:8]1[CH:9]=[C:10]([C:14]([F:17])([F:16])[F:15])[CH:11]=[C:12]([Cl:13])[C:7]=1[N:6]1[C:2]([NH:1][C:40](=[O:41])[CH2:39][CH2:38][NH:37][C:35]([O:34][CH2:27][C:28]2[CH:29]=[CH:30][CH:31]=[CH:32][CH:33]=2)=[O:36])=[C:3]([S:21][C:23]([F:26])([F:25])[F:24])[C:4]([C:19]#[N:20])=[N:5]1, predict the reactants needed to synthesize it. The reactants are: [NH2:1][C:2]1[N:6]([C:7]2[C:12]([Cl:13])=[CH:11][C:10]([C:14]([F:17])([F:16])[F:15])=[CH:9][C:8]=2[Cl:18])[N:5]=[C:4]([C:19]#[N:20])[C:3]=1[S:21]([C:23]([F:26])([F:25])[F:24])=O.[CH2:27]([O:34][C:35]([NH:37][CH2:38][CH2:39][C:40](O)=[O:41])=[O:36])[C:28]1[CH:33]=[CH:32][CH:31]=[CH:30][CH:29]=1.C1(N=C=NC2CCCCC2)CCCCC1.C(OCC)(=O)C. (3) Given the product [Br:1][C:2]1[CH:7]=[CH:6][CH:5]=[CH:4][C:3]=1[N:8]1[CH2:17][C:16]2[C:11](=[N:12][C:13]([NH:18][C:19]3[CH:30]=[CH:29][C:22]4[N:23]([CH3:28])[C:24]([O:25][CH3:39])=[CH:27][S:35](=[O:37])[C:21]=4[CH:20]=3)=[N:14][CH:15]=2)[N:10]([CH3:31])[C:9]1=[O:32], predict the reactants needed to synthesize it. The reactants are: [Br:1][C:2]1[CH:7]=[CH:6][CH:5]=[CH:4][C:3]=1[N:8]1[CH2:17][C:16]2[C:11](=[N:12][C:13]([NH:18][C:19]3[CH:30]=[CH:29][C:22]4[N:23]([CH3:28])[C:24](=[O:27])[CH2:25]S[C:21]=4[CH:20]=3)=[N:14][CH:15]=2)[N:10]([CH3:31])[C:9]1=[O:32].OO[S:35]([O-:37])=O.[K+].[CH3:39]O. (4) Given the product [CH3:1][O:2][C:3]1[CH:21]=[C:20]([O:22][CH2:23][C:24]2[N:25]=[C:26]([C:29]3[CH:41]=[CH:40][C:32]([C:33]([OH:35])=[O:34])=[CH:31][CH:30]=3)[S:27][CH:28]=2)[C:6]2[CH:7]=[C:8]([C:10]3[N:11]=[C:12]4[N:16]([CH:17]=3)[N:15]=[C:14]([O:18][CH3:19])[S:13]4)[O:9][C:5]=2[CH:4]=1, predict the reactants needed to synthesize it. The reactants are: [CH3:1][O:2][C:3]1[CH:21]=[C:20]([O:22][CH2:23][C:24]2[N:25]=[C:26]([C:29]3[CH:41]=[CH:40][C:32]([C:33]([O:35]C(C)(C)C)=[O:34])=[CH:31][CH:30]=3)[S:27][CH:28]=2)[C:6]2[CH:7]=[C:8]([C:10]3[N:11]=[C:12]4[N:16]([CH:17]=3)[N:15]=[C:14]([O:18][CH3:19])[S:13]4)[O:9][C:5]=2[CH:4]=1.C(O)(C(F)(F)F)=O. (5) Given the product [NH2:22][C:16]1([CH2:15][NH:14][C:10]2[C:9]3[C:4](=[CH:5][CH:6]=[C:7]([CH3:13])[CH:8]=3)[N:3]=[C:2]([N:41]3[CH2:40][CH2:39][C:38]([F:37])([F:49])[C:44]4[CH:45]=[CH:46][CH:47]=[CH:48][C:43]=4[CH2:42]3)[N:11]=2)[CH2:19][S:18](=[O:21])(=[O:20])[CH2:17]1, predict the reactants needed to synthesize it. The reactants are: Cl[C:2]1[N:11]=[C:10](Cl)[C:9]2[C:4](=[CH:5][CH:6]=[C:7]([CH3:13])[CH:8]=2)[N:3]=1.[NH2:14][CH2:15][C:16]1([N:22](CC2C=CC=CC=2)CC2C=CC=CC=2)[CH2:19][S:18](=[O:21])(=[O:20])[CH2:17]1.[F:37][C:38]1([F:49])[C:44]2[CH:45]=[CH:46][CH:47]=[CH:48][C:43]=2[CH2:42][NH:41][CH2:40][CH2:39]1.